From a dataset of Reaction yield outcomes from USPTO patents with 853,638 reactions. Predict the reaction yield, written as a fraction of the theoretical maximum amount of product (1.0 means a 100% yield; for example, 0.34 means a 34% yield). The reactants are Br[C:2]1[CH:11]=[CH:10][C:5]([C:6]([O:8][CH3:9])=[O:7])=[C:4]([O:12][CH3:13])[CH:3]=1.[C:14]([C:16]1[CH:21]=[CH:20][CH:19]=[CH:18][C:17]=1B(O)O)#[N:15].C(=O)([O-])[O-].[Cs+].[Cs+].C(OCC)(=O)C. The catalyst is O1CCCC1.C1C=CC(P(C2C=CC=CC=2)[C-]2C=CC=C2)=CC=1.C1C=CC(P(C2C=CC=CC=2)[C-]2C=CC=C2)=CC=1.Cl[Pd]Cl.[Fe+2].O. The product is [C:14]([C:16]1[CH:21]=[CH:20][CH:19]=[CH:18][C:17]=1[C:2]1[CH:11]=[CH:10][C:5]([C:6]([O:8][CH3:9])=[O:7])=[C:4]([O:12][CH3:13])[CH:3]=1)#[N:15]. The yield is 0.350.